From a dataset of Reaction yield outcomes from USPTO patents with 853,638 reactions. Predict the reaction yield, written as a fraction of the theoretical maximum amount of product (1.0 means a 100% yield; for example, 0.34 means a 34% yield). (1) The reactants are Br[C:2]1[C:7]([O:8][CH2:9][C:10]2[CH:15]=[CH:14][C:13]([S:16]([NH2:19])(=[O:18])=[O:17])=[CH:12][CH:11]=2)=[C:6]([O:20][CH3:21])[C:5]([O:22][CH:23]([F:25])[F:24])=[CH:4][CH:3]=1.C(=O)([O-])[O-].[Cs+].[Cs+].CC1(C)C(C)(C)OB([C:40]2[CH:41]=[C:42]3[C:46](=[CH:47][CH:48]=2)[C:45](=[O:49])[NH:44][CH2:43]3)O1. The catalyst is CN(C)C=O.[Pd].C1(P(C2C=CC=CC=2)C2C=CC=CC=2)C=CC=CC=1.C1(P(C2C=CC=CC=2)C2C=CC=CC=2)C=CC=CC=1.C1(P(C2C=CC=CC=2)C2C=CC=CC=2)C=CC=CC=1.C1(P(C2C=CC=CC=2)C2C=CC=CC=2)C=CC=CC=1. The product is [F:24][CH:23]([F:25])[O:22][C:5]1[C:6]([O:20][CH3:21])=[C:7]([C:2]([C:40]2[CH:41]=[C:42]3[C:46](=[CH:47][CH:48]=2)[C:45](=[O:49])[NH:44][CH2:43]3)=[CH:3][CH:4]=1)[O:8][CH2:9][C:10]1[CH:15]=[CH:14][C:13]([S:16]([NH2:19])(=[O:18])=[O:17])=[CH:12][CH:11]=1. The yield is 0.180. (2) The reactants are [CH3:1][C:2]1[C:6]2[CH:7]=[C:8]([CH3:18])[C:9]([C:11]3[CH:12]=[CH:13][C:14]([NH2:17])=[N:15][CH:16]=3)=[CH:10][C:5]=2[O:4][N:3]=1.[Cl:19][C:20]1[CH:28]=[CH:27][CH:26]=[CH:25][C:21]=1[C:22](Cl)=[O:23].CCN(C(C)C)C(C)C.C([O-])(O)=O.[Na+].C(Cl)Cl. The catalyst is C(Cl)Cl. The product is [CH3:1][C:2]1[C:6]2[CH:7]=[C:8]([CH3:18])[C:9]([C:11]3[CH:12]=[CH:13][C:14]([NH:17][C:22]([C:21]4[CH:25]=[CH:26][CH:27]=[CH:28][C:20]=4[Cl:19])=[O:23])=[N:15][CH:16]=3)=[CH:10][C:5]=2[O:4][N:3]=1. The yield is 0.754.